This data is from Peptide-MHC class I binding affinity with 185,985 pairs from IEDB/IMGT. The task is: Regression. Given a peptide amino acid sequence and an MHC pseudo amino acid sequence, predict their binding affinity value. This is MHC class I binding data. (1) The peptide sequence is VFNVYVKF. The MHC is Mamu-B52 with pseudo-sequence Mamu-B52. The binding affinity (normalized) is 0.395. (2) The peptide sequence is NPDQNTFPNI. The MHC is HLA-B54:01 with pseudo-sequence HLA-B54:01. The binding affinity (normalized) is 0. (3) The peptide sequence is GPQSNQRSA. The MHC is HLA-B53:01 with pseudo-sequence HLA-B53:01. The binding affinity (normalized) is 0. (4) The MHC is HLA-A01:01 with pseudo-sequence HLA-A01:01. The peptide sequence is KIMDYGKYK. The binding affinity (normalized) is 0.0847. (5) The peptide sequence is RTHTLRDAK. The MHC is HLA-A26:01 with pseudo-sequence HLA-A26:01. The binding affinity (normalized) is 0.0847.